From a dataset of Full USPTO retrosynthesis dataset with 1.9M reactions from patents (1976-2016). Predict the reactants needed to synthesize the given product. (1) Given the product [NH2:18][C:16]1[CH:15]=[CH:14][C:3]([C:4]([O:6][CH2:7][C:8]2[CH:13]=[CH:12][CH:11]=[CH:10][CH:9]=2)=[O:5])=[C:2]([Cl:1])[CH:17]=1, predict the reactants needed to synthesize it. The reactants are: [Cl:1][C:2]1[CH:17]=[C:16]([N+:18]([O-])=O)[CH:15]=[CH:14][C:3]=1[C:4]([O:6][CH2:7][C:8]1[CH:13]=[CH:12][CH:11]=[CH:10][CH:9]=1)=[O:5]. (2) Given the product [N:1]1[CH:2]=[CH:3][N:4]2[CH:9]=[CH:8][CH:7]=[C:6]([C:10]3[CH:15]=[CH:14][C:13]([O:16][C:20]4[N:24]([CH2:25][O:26][CH2:27][CH2:28][Si:29]([CH3:31])([CH3:32])[CH3:30])[C:23]5[CH:33]=[CH:34][CH:35]=[CH:36][C:22]=5[N:21]=4)=[CH:12][CH:11]=3)[C:5]=12, predict the reactants needed to synthesize it. The reactants are: [N:1]1[CH:2]=[CH:3][N:4]2[CH:9]=[CH:8][CH:7]=[C:6]([C:10]3[CH:15]=[CH:14][C:13]([OH:16])=[CH:12][CH:11]=3)[C:5]=12.[H-].[Na+].Cl[C:20]1[N:24]([CH2:25][O:26][CH2:27][CH2:28][Si:29]([CH3:32])([CH3:31])[CH3:30])[C:23]2[CH:33]=[CH:34][CH:35]=[CH:36][C:22]=2[N:21]=1.O. (3) The reactants are: [CH3:1][O:2][C:3]1[CH:17]=[CH:16][C:6]2[NH:7][C:8]([CH:10]3[O:15][CH2:14][CH2:13][NH:12][CH2:11]3)=[N:9][C:5]=2[CH:4]=1.CCN(C(C)C)C(C)C.[Cl:27][C:28]1[CH:33]=[C:32](Cl)[N:31]=[C:30]([NH2:35])[N:29]=1. Given the product [Cl:27][C:28]1[CH:33]=[C:32]([N:12]2[CH2:13][CH2:14][O:15][CH:10]([C:8]3[NH:7][C:6]4[CH:16]=[CH:17][C:3]([O:2][CH3:1])=[CH:4][C:5]=4[N:9]=3)[CH2:11]2)[N:31]=[C:30]([NH2:35])[N:29]=1, predict the reactants needed to synthesize it. (4) Given the product [CH:27]1([CH2:30][NH:31][C:13]2[N:12]([C:16]3[CH:21]=[CH:20][CH:19]=[CH:18][CH:17]=3)[C:11](=[O:22])[CH:10]=[CH:9][C:8]=2[C:6](=[O:7])[C:5]2[CH:23]=[CH:24][C:2]([F:1])=[C:3]([O:25][CH3:26])[CH:4]=2)[CH2:29][CH2:28]1, predict the reactants needed to synthesize it. The reactants are: [F:1][C:2]1[CH:24]=[CH:23][C:5]([C:6]([C:8]2[CH:9]=[CH:10][C:11](=[O:22])[N:12]([C:16]3[CH:21]=[CH:20][CH:19]=[CH:18][CH:17]=3)[C:13]=2SC)=[O:7])=[CH:4][C:3]=1[O:25][CH3:26].[CH:27]1([CH2:30][NH2:31])[CH2:29][CH2:28]1.C(N(CC)CC)C. (5) Given the product [F:7][C:8]1[CH:9]=[C:10]([CH:14]=[CH:15][C:16]=1[NH2:17])[C:11]#[N:13], predict the reactants needed to synthesize it. The reactants are: CCOC(C)=O.[F:7][C:8]1[CH:9]=[C:10]([CH:14]=[CH:15][C:16]=1[N+:17]([O-])=O)[C:11]([NH2:13])=O.CCN(CC)CC.